This data is from Peptide-MHC class II binding affinity with 134,281 pairs from IEDB. The task is: Regression. Given a peptide amino acid sequence and an MHC pseudo amino acid sequence, predict their binding affinity value. This is MHC class II binding data. (1) The peptide sequence is YRIAARPGAVTRRAA. The MHC is DRB1_0401 with pseudo-sequence DRB1_0401. The binding affinity (normalized) is 0.0579. (2) The peptide sequence is EKKIFAATQFEPLAA. The MHC is HLA-DPA10103-DPB10401 with pseudo-sequence HLA-DPA10103-DPB10401. The binding affinity (normalized) is 0.960. (3) The peptide sequence is KKIEGVHGGTWVSATLE. The MHC is DRB1_1301 with pseudo-sequence DRB1_1301. The binding affinity (normalized) is 0.328. (4) The peptide sequence is YQRSEEEKFPYIMGD. The MHC is DRB5_0101 with pseudo-sequence DRB5_0101. The binding affinity (normalized) is 0.439. (5) The peptide sequence is PDPTKLILQLLKDFL. The binding affinity (normalized) is 0.827. The MHC is HLA-DPA10201-DPB10101 with pseudo-sequence HLA-DPA10201-DPB10101.